Task: Predict which catalyst facilitates the given reaction.. Dataset: Catalyst prediction with 721,799 reactions and 888 catalyst types from USPTO (1) Reactant: [CH3:1][O:2][C:3]1[CH:4]=[C:5]([CH:11]=[C:12]([C:16]2[CH:21]=[CH:20][C:19]([O:22][C:23]3[CH:28]=[CH:27][C:26]([CH:29]=[CH:30][C:31]([O:33][CH2:34][CH3:35])=[O:32])=[CH:25][CH:24]=3)=[CH:18][CH:17]=2)[C:13]([OH:15])=[O:14])[CH:6]=[C:7]([O:9][CH3:10])[CH:8]=1. Product: [CH3:10][O:9][C:7]1[CH:6]=[C:5]([CH2:11][CH:12]([C:16]2[CH:21]=[CH:20][C:19]([O:22][C:23]3[CH:24]=[CH:25][C:26]([CH2:29][CH2:30][C:31]([O:33][CH2:34][CH3:35])=[O:32])=[CH:27][CH:28]=3)=[CH:18][CH:17]=2)[C:13]([OH:15])=[O:14])[CH:4]=[C:3]([O:2][CH3:1])[CH:8]=1. The catalyst class is: 45. (2) Reactant: [C:1]1([C@H:7]([CH2:11][CH3:12])[C:8]([OH:10])=O)[CH:6]=[CH:5][CH:4]=[CH:3][CH:2]=1.ON1C2C=CC=CC=2N=N1.CC[N+](CCCN(C)C)=C=N.[CH2:34]([N:41]1[CH2:45][C@H:44]2[C@H:46]([NH2:49])[CH2:47][CH2:48][C@H:43]2[CH2:42]1)[C:35]1[CH:40]=[CH:39][CH:38]=[CH:37][CH:36]=1. Product: [CH2:34]([N:41]1[CH2:45][C@H:44]2[C@H:46]([NH:49][C:8](=[O:10])[C@H:7]([C:1]3[CH:2]=[CH:3][CH:4]=[CH:5][CH:6]=3)[CH2:11][CH3:12])[CH2:47][CH2:48][C@H:43]2[CH2:42]1)[C:35]1[CH:36]=[CH:37][CH:38]=[CH:39][CH:40]=1. The catalyst class is: 4. (3) Reactant: [CH3:1][C:2]1[CH:28]=[C:27]([CH3:29])[CH:26]=[CH:25][C:3]=1[C:4]([C@@H:6]1[CH2:10][CH2:9][C:8](=[O:11])[N:7]1[CH2:12][CH2:13][NH:14]C(=O)OCC1C=CC=CC=1)=O.Cl. Product: [CH3:1][C:2]1[CH:28]=[C:27]([CH3:29])[CH:26]=[CH:25][C:3]=1[C@@H:4]1[NH:14][CH2:13][CH2:12][N:7]2[C:8](=[O:11])[CH2:9][CH2:10][C@@H:6]12. The catalyst class is: 19. (4) Reactant: COC([C:5]1([CH2:18][C:19]2[CH:24]=[CH:23][C:22]([Cl:25])=[CH:21][CH:20]=2)[CH2:9][CH2:8][C:7]2([CH2:14][O:13][C:12]([CH3:16])([CH3:15])[O:11][CH2:10]2)[C:6]1=[O:17])=O.[OH-].[Na+]. Product: [Cl:25][C:22]1[CH:23]=[CH:24][C:19]([CH2:18][CH:5]2[CH2:9][CH2:8][C:7]3([CH2:10][O:11][C:12]([CH3:16])([CH3:15])[O:13][CH2:14]3)[C:6]2=[O:17])=[CH:20][CH:21]=1. The catalyst class is: 11. (5) Reactant: [C:1]([N:18]1[CH2:23][CH:22]([CH2:24][OH:25])[NH:21][C:20](=[O:26])[C:19]1([CH2:31][CH2:32][CH2:33][CH3:34])[CH2:27][CH2:28][CH2:29][CH3:30])([O:3][CH2:4][CH:5]1[C:17]2[C:12](=[CH:13][CH:14]=[CH:15][CH:16]=2)[C:11]2[C:6]1=[CH:7][CH:8]=[CH:9][CH:10]=2)=[O:2].P([O-])([O-])([O-])=[O:36].CC1(C)N([O])C(C)(C)CCC1.Cl([O-])=O.[Na+].Cl[O-].[Na+].S([O-])(O)=O.[Na+]. Product: [C:1]([N:18]1[C:19]([CH2:31][CH2:32][CH2:33][CH3:34])([CH2:27][CH2:28][CH2:29][CH3:30])[C:20](=[O:26])[NH:21][CH:22]([C:24]([OH:36])=[O:25])[CH2:23]1)([O:3][CH2:4][CH:5]1[C:17]2[C:12](=[CH:13][CH:14]=[CH:15][CH:16]=2)[C:11]2[C:6]1=[CH:7][CH:8]=[CH:9][CH:10]=2)=[O:2]. The catalyst class is: 115. (6) Reactant: [NH2:1][C:2]1[C:3]([NH:21][C@@H:22]2[C@H:26]([CH2:27][CH3:28])[CH2:25][C@H:24]([NH:29][S:30]([CH:33]3[CH2:35][CH2:34]3)(=[O:32])=[O:31])[CH2:23]2)=[C:4]2[CH:10]=[CH:9][N:8]([S:11]([C:14]3[CH:20]=[CH:19][C:17]([CH3:18])=[CH:16][CH:15]=3)(=[O:13])=[O:12])[C:5]2=[N:6][CH:7]=1.Cl.[N:37]([O-])=O.[Na+]. Product: [CH2:27]([C@H:26]1[C@@H:22]([N:21]2[C:3]3=[C:4]4[CH:10]=[CH:9][N:8]([S:11]([C:14]5[CH:15]=[CH:16][C:17]([CH3:18])=[CH:19][CH:20]=5)(=[O:12])=[O:13])[C:5]4=[N:6][CH:7]=[C:2]3[N:1]=[N:37]2)[CH2:23][C@@H:24]([NH:29][S:30]([CH:33]2[CH2:35][CH2:34]2)(=[O:31])=[O:32])[CH2:25]1)[CH3:28]. The catalyst class is: 6. (7) Reactant: [Cl-].[CH3:2][O:3][CH2:4][P+](C1C=CC=CC=1)(C1C=CC=CC=1)C1C=CC=CC=1.[CH3:24][Si]([N-][Si](C)(C)C)(C)C.[Na+].[Cl:34][C:35]1[CH:36]=[CH:37][C:38]([O:57][CH2:58][C:59]2[CH:64]=[CH:63][C:62]([Cl:65])=[CH:61][C:60]=2[F:66])=[C:39]([CH:56]=1)[CH2:40][N:41]1[C:49]2[CH:48]=[CH:47][CH:46]=[C:45]([C:50]([O:52][CH3:53])=[O:51])[C:44]=2[C:43](C=O)=[CH:42]1. Product: [Cl:34][C:35]1[CH:36]=[CH:37][C:38]([O:57][CH2:58][C:59]2[CH:64]=[CH:63][C:62]([Cl:65])=[CH:61][C:60]=2[F:66])=[C:39]([CH:56]=1)[CH2:40][N:41]1[C:49]2[CH:48]=[CH:47][CH:46]=[C:45]([C:50]([O:52][CH3:53])=[O:51])[C:44]=2[C:43]([CH:24]=[CH:4][O:3][CH3:2])=[CH:42]1. The catalyst class is: 308.